From a dataset of Full USPTO retrosynthesis dataset with 1.9M reactions from patents (1976-2016). Predict the reactants needed to synthesize the given product. (1) Given the product [Cl:1][C:2]1[CH:7]=[CH:6][C:5](/[CH:8]=[CH:9]/[C:10]([N:31]2[CH2:32][CH2:33][C:28]([OH:34])([CH2:27][N:25]3[CH:26]=[C:22]([C:21]([F:35])([F:36])[F:20])[CH:23]=[N:24]3)[CH2:29][CH2:30]2)=[O:12])=[C:4]([CH2:13][N:14]2[N:18]=[N:17][C:16]([CH3:19])=[N:15]2)[CH:3]=1, predict the reactants needed to synthesize it. The reactants are: [Cl:1][C:2]1[CH:7]=[CH:6][C:5](/[CH:8]=[CH:9]/[C:10]([OH:12])=O)=[C:4]([CH2:13][N:14]2[N:18]=[N:17][C:16]([CH3:19])=[N:15]2)[CH:3]=1.[F:20][C:21]([F:36])([F:35])[C:22]1[CH:23]=[N:24][N:25]([CH2:27][C:28]2([OH:34])[CH2:33][CH2:32][NH:31][CH2:30][CH2:29]2)[CH:26]=1.CCN(C(C)C)C(C)C.C(P1(=O)OP(CCC)(=O)OP(CCC)(=O)O1)CC. (2) Given the product [C:17]1([C:15]#[C:16][C:2]2[CH:11]=[CH:10][C:9]3[C:8](=[O:12])[CH2:7][CH2:6][CH2:5][C:4]=3[N:3]=2)[CH:22]=[CH:21][CH:20]=[CH:19][CH:18]=1, predict the reactants needed to synthesize it. The reactants are: Cl[C:2]1[CH:11]=[CH:10][C:9]2[C:8](=[O:12])[CH2:7][C:6](C)(C)[CH2:5][C:4]=2[N:3]=1.[C:15]([C:17]1[CH:22]=[CH:21][CH:20]=[CH:19][CH:18]=1)#[CH:16]. (3) Given the product [CH:1]([N:4]1[C:8]([C:9]2[N:18]=[C:17]3[N:11]([CH2:12][CH2:13][O:14][C:15]4[CH:22]=[CH:21][C:20]([S:23]([Cl:30])(=[O:26])=[O:24])=[CH:19][C:16]=43)[CH:10]=2)=[N:7][CH:6]=[N:5]1)([CH3:3])[CH3:2], predict the reactants needed to synthesize it. The reactants are: [CH:1]([N:4]1[C:8]([C:9]2[N:18]=[C:17]3[N:11]([CH2:12][CH2:13][O:14][C:15]4[CH:22]=[CH:21][C:20]([S:23]([OH:26])(=O)=[O:24])=[CH:19][C:16]=43)[CH:10]=2)=[N:7][CH:6]=[N:5]1)([CH3:3])[CH3:2].C(Cl)(=O)C([Cl:30])=O.CN(C=O)C. (4) Given the product [Br:15][C:16]1[C:17]([F:23])=[C:18]([CH:19]=[CH:20][CH:21]=1)[O:22][CH2:29][C@@H:25]1[CH2:26][CH2:27][CH2:28][O:24]1, predict the reactants needed to synthesize it. The reactants are: N(C(OC(C)C)=O)=NC(OC(C)C)=O.[Br:15][C:16]1[C:17]([F:23])=[C:18]([OH:22])[CH:19]=[CH:20][CH:21]=1.[O:24]1[CH2:28][CH2:27][CH2:26][C@H:25]1[CH2:29]O.C1(P(C2C=CC=CC=2)C2C=CC=CC=2)C=CC=CC=1. (5) Given the product [Cl:1][C:2]1[C:7]([NH:8][C:9]2[C:18]3[C:13](=[CH:14][C:15]([O:32][CH2:33][CH2:34][N:35]4[CH2:40][CH2:39][N:38]([CH3:41])[CH2:37][CH2:36]4)=[CH:16][C:17]=3[O:19][CH:20]3[CH2:25][CH2:24][O:23][CH2:22][CH2:21]3)[N:12]=[CH:11][N:10]=2)=[C:6]2[O:27][CH2:28][O:29][C:5]2=[CH:4][CH:3]=1, predict the reactants needed to synthesize it. The reactants are: [Cl:1][C:2]1[C:7]([NH:8][C:9]2[C:18]3[C:13](=[CH:14][C:15](F)=[CH:16][C:17]=3[O:19][CH:20]3[CH2:25][CH2:24][O:23][CH2:22][CH2:21]3)[N:12]=[CH:11][N:10]=2)=[C:6]2[O:27][CH2:28][O:29][C:5]2=[CH:4][CH:3]=1.[OH-].[K+].[OH:32][CH2:33][CH2:34][N:35]1[CH2:40][CH2:39][N:38]([CH3:41])[CH2:37][CH2:36]1.Cl. (6) Given the product [CH3:1][O:2][C:3]([C@@H:5]1[CH2:9][C@@H:8]([S:10]([CH2:13][CH:14]2[CH2:16][CH2:15]2)(=[O:12])=[O:11])[CH2:7][N:6]1[C:17]1[N:27]([CH:23]2[CH2:26][CH2:25][CH2:24]2)[N:28]=[C:19]([CH3:20])[CH:18]=1)=[O:4], predict the reactants needed to synthesize it. The reactants are: [CH3:1][O:2][C:3]([C@@H:5]1[CH2:9][C@@H:8]([S:10]([CH2:13][CH:14]2[CH2:16][CH2:15]2)(=[O:12])=[O:11])[CH2:7][N:6]1[C:17](=S)[CH2:18][C:19](=O)[CH3:20])=[O:4].[CH:23]1([NH:27][NH2:28])[CH2:26][CH2:25][CH2:24]1. (7) Given the product [C:51]([C:48]1[S:49][CH:50]=[C:46]([C:44]([N:40]2[CH2:39][C:38]3([CH2:55][CH2:56][N:35]([CH2:34][C:31]4[S:32][CH:33]=[C:29]([CH2:28][CH2:27][OH:26])[CH:30]=4)[CH2:36][CH2:37]3)[O:43][CH2:42][CH2:41]2)=[O:45])[N:47]=1)([CH3:54])([CH3:52])[CH3:53], predict the reactants needed to synthesize it. The reactants are: CCCC[N+](CCCC)(CCCC)CCCC.[F-].[Si]([O:26][CH2:27][CH2:28][C:29]1[CH:30]=[C:31]([CH2:34][N:35]2[CH2:56][CH2:55][C:38]3([O:43][CH2:42][CH2:41][N:40]([C:44]([C:46]4[N:47]=[C:48]([C:51]([CH3:54])([CH3:53])[CH3:52])[S:49][CH:50]=4)=[O:45])[CH2:39]3)[CH2:37][CH2:36]2)[S:32][CH:33]=1)(C(C)(C)C)(C)C. (8) Given the product [CH2:2]1[C:3]2([CH2:12][CH2:11][C:6](=[O:7])[CH2:5][CH2:4]2)[CH2:1]1, predict the reactants needed to synthesize it. The reactants are: [CH2:1]1[C:3]2([CH2:12][CH2:11][C:6]3(OCC[O:7]3)[CH2:5][CH2:4]2)[CH2:2]1.[OH-].[Na+].C([O-])(O)=O.[Na+]. (9) Given the product [N+:15]([C:18]1[CH:19]=[CH:20][C:21]([OH:26])=[C:22]([C:23]2[NH:1][N:2]=[C:3]([C:4]3[CH:5]=[N:6][CH:7]=[CH:8][C:9]=3[C:10]([F:11])([F:12])[F:13])[N:14]=2)[CH:25]=1)([O-:17])=[O:16], predict the reactants needed to synthesize it. The reactants are: [NH2:1][NH:2][C:3](=[NH:14])[C:4]1[C:9]([C:10]([F:13])([F:12])[F:11])=[CH:8][CH:7]=[N:6][CH:5]=1.[N+:15]([C:18]1[CH:19]=[CH:20][C:21]([OH:26])=[C:22]([CH:25]=1)[CH:23]=O)([O-:17])=[O:16]. (10) Given the product [Cl:14][C:15]1[C:20]([C:21]2[C:22]([F:29])=[CH:23][C:24]([F:28])=[CH:25][C:26]=2[F:27])=[C:19]([NH:8][CH:9]([CH2:12][CH3:13])[CH2:10][OH:11])[N:18]2[N:31]=[CH:32][N:33]=[C:17]2[N:16]=1, predict the reactants needed to synthesize it. The reactants are: C(N(CC)CC)C.[NH2:8][CH:9]([CH2:12][CH3:13])[CH2:10][OH:11].[Cl:14][C:15]1[C:20]([C:21]2[C:26]([F:27])=[CH:25][C:24]([F:28])=[CH:23][C:22]=2[F:29])=[C:19](Cl)[N:18]2[N:31]=[CH:32][N:33]=[C:17]2[N:16]=1.